This data is from Forward reaction prediction with 1.9M reactions from USPTO patents (1976-2016). The task is: Predict the product of the given reaction. (1) Given the reactants [NH:1]([C:3]1[N:8]=[CH:7][N:6]=[C:5]2[N:9]([C:12]3[CH:17]=[CH:16][CH:15]=[CH:14][CH:13]=3)[N:10]=[CH:11][C:4]=12)[NH2:2].[CH:18](=O)[C:19]1[CH:24]=[CH:23][N:22]=[CH:21][CH:20]=1, predict the reaction product. The product is: [C:12]1([N:9]2[C:5]3=[N:6][CH:7]=[N:8][C:3]([NH:1][N:2]=[CH:18][C:19]4[CH:24]=[CH:23][N:22]=[CH:21][CH:20]=4)=[C:4]3[CH:11]=[N:10]2)[CH:17]=[CH:16][CH:15]=[CH:14][CH:13]=1. (2) Given the reactants Cl[C:2]1[C:11]2[C:6](=[CH:7][C:8]([O:14][CH3:15])=[C:9]([O:12][CH3:13])[CH:10]=2)[N:5]=[CH:4][N:3]=1.C(=O)([O-])[O-].[K+].[K+].[OH:22][C:23]1[CH:32]=[C:31]2[C:26]([CH:27]=[CH:28][CH:29]=[N:30]2)=[CH:25][CH:24]=1.[OH-].[Na+], predict the reaction product. The product is: [CH3:13][O:12][C:9]1[CH:10]=[C:11]2[C:6](=[CH:7][C:8]=1[O:14][CH3:15])[N:5]=[CH:4][N:3]=[C:2]2[O:22][C:23]1[CH:32]=[C:31]2[C:26]([CH:27]=[CH:28][CH:29]=[N:30]2)=[CH:25][CH:24]=1. (3) Given the reactants C(O[C:6]([C:8]1[N:9]=[CH:10][C:11]2[C:16]([C:17]=1[OH:18])=[CH:15][CH:14]=[C:13]([S:19][C:20]1[CH:25]=[CH:24][CH:23]=[CH:22][CH:21]=1)[CH:12]=2)=[O:7])CCC.[NH2:26][CH2:27][CH2:28][CH2:29][C:30]([OH:32])=[O:31].C[O-].[Na+], predict the reaction product. The product is: [OH:18][C:17]1[C:16]2[C:11](=[CH:12][C:13]([S:19][C:20]3[CH:25]=[CH:24][CH:23]=[CH:22][CH:21]=3)=[CH:14][CH:15]=2)[CH:10]=[N:9][C:8]=1[C:6]([NH:26][CH2:27][CH2:28][CH2:29][C:30]([OH:32])=[O:31])=[O:7]. (4) Given the reactants [N:1]1[CH:6]=[CH:5][CH:4]=[C:3](B(CC)CC)[CH:2]=1.C1COCC1.[NH2:17][C:18]1[CH:23]=[CH:22][C:21](Br)=[CH:20][CH:19]=1.[OH-].[K+], predict the reaction product. The product is: [N:1]1[CH:6]=[CH:5][CH:4]=[C:3]([C:21]2[CH:22]=[CH:23][C:18]([NH2:17])=[CH:19][CH:20]=2)[CH:2]=1.